Dataset: Forward reaction prediction with 1.9M reactions from USPTO patents (1976-2016). Task: Predict the product of the given reaction. Given the reactants [NH3:1].[C:2](=[O:4])=[O:3].[OH2:5], predict the reaction product. The product is: [C:2](=[O:5])([OH:4])[O-:3].[NH4+:1].[C:2](=[O:5])([O-:4])[O-:3].[NH4+:1].[NH4+:1].